From a dataset of Catalyst prediction with 721,799 reactions and 888 catalyst types from USPTO. Predict which catalyst facilitates the given reaction. Reactant: [O:1]1[CH2:6][CH2:5][CH:4]([CH2:7][C:8]([O:10][CH2:11][CH3:12])=[O:9])[CH2:3][CH2:2]1.C[Si]([N-][Si](C)(C)C)(C)C.[Li+].C1C=CC(S(N(S(C2C=CC=CC=2)(=O)=O)[F:33])(=O)=O)=CC=1.[Cl-].[NH4+]. Product: [F:33][CH:7]([CH:4]1[CH2:5][CH2:6][O:1][CH2:2][CH2:3]1)[C:8]([O:10][CH2:11][CH3:12])=[O:9]. The catalyst class is: 30.